Dataset: Reaction yield outcomes from USPTO patents with 853,638 reactions. Task: Predict the reaction yield, written as a fraction of the theoretical maximum amount of product (1.0 means a 100% yield; for example, 0.34 means a 34% yield). The reactants are [OH-].[K+].[CH3:3][O:4][CH:5]([O:13][CH3:14])[CH2:6][NH:7][C:8](=[O:12])[O:9][CH2:10][CH3:11].[CH2:15](Br)[CH:16]=[CH2:17]. The catalyst is C1(C)C=CC=CC=1.[Cl-].C([N+](CC)(CC)CC)C1C=CC=CC=1. The product is [CH3:14][O:13][CH:5]([O:4][CH3:3])[CH2:6][N:7]([CH2:17][CH:16]=[CH2:15])[C:8](=[O:12])[O:9][CH2:10][CH3:11]. The yield is 0.890.